Predict the reactants needed to synthesize the given product. From a dataset of Full USPTO retrosynthesis dataset with 1.9M reactions from patents (1976-2016). (1) Given the product [C:6]([CH:18]1[CH2:17][CH2:16][C:15]2[C:20](=[CH:21][C:12]([O:11][CH3:10])=[CH:13][CH:14]=2)[C:19]1=[O:22])(=[O:7])[CH3:5], predict the reactants needed to synthesize it. The reactants are: B(F)(F)F.[CH3:5][CH2:6][O:7]CC.[CH3:10][O:11][C:12]1[CH:21]=[C:20]2[C:15]([CH2:16][CH2:17][CH2:18][C:19]2=[O:22])=[CH:14][CH:13]=1. (2) Given the product [Br:1][C:2]1[CH:10]=[CH:9][C:5]([C:6]([N:26]2[CH2:27][CH2:28][N:23]([C:20]3[C:19]([CH3:29])=[CH:18][C:17]([CH2:15][CH3:16])=[CH:22][N:21]=3)[CH2:24][CH2:25]2)=[O:8])=[C:4]([S:11]([CH3:14])(=[O:13])=[O:12])[CH:3]=1, predict the reactants needed to synthesize it. The reactants are: [Br:1][C:2]1[CH:10]=[CH:9][C:5]([C:6]([OH:8])=O)=[C:4]([S:11]([CH3:14])(=[O:13])=[O:12])[CH:3]=1.[CH2:15]([C:17]1[CH:18]=[C:19]([CH3:29])[C:20]([N:23]2[CH2:28][CH2:27][NH:26][CH2:25][CH2:24]2)=[N:21][CH:22]=1)[CH3:16]. (3) Given the product [C:1]([C:5]1[CH:30]=[CH:29][C:8]([CH2:9][CH:10]2[CH2:15][CH:14]([CH2:16][OH:17])[CH2:13][CH2:12][N:11]2[C:25]([O:27][CH3:28])=[O:26])=[CH:7][CH:6]=1)([CH3:4])([CH3:2])[CH3:3], predict the reactants needed to synthesize it. The reactants are: [C:1]([C:5]1[CH:30]=[CH:29][C:8]([CH2:9][CH:10]2[CH2:15][CH:14]([CH2:16][O:17][Si](C(C)(C)C)(C)C)[CH2:13][CH2:12][N:11]2[C:25]([O:27][CH3:28])=[O:26])=[CH:7][CH:6]=1)([CH3:4])([CH3:3])[CH3:2].[F-].C([N+](CCCC)(CCCC)CCCC)CCC.